This data is from Full USPTO retrosynthesis dataset with 1.9M reactions from patents (1976-2016). The task is: Predict the reactants needed to synthesize the given product. (1) The reactants are: [F:1][C:2]1[CH:3]=[C:4]([CH:7]=[CH:8][C:9]=1[C:10]1[S:11][C:12]2[C:17]([N:18]=1)=[CH:16][CH:15]=[C:14]([C:19]1([C:22]3[CH:27]=[CH:26][CH:25]=[CH:24][CH:23]=3)[CH2:21][CH2:20]1)[N:13]=2)[CH:5]=O.FC(F)(F)C(O)=O.[NH:35]1[CH2:38][CH:37]([CH2:39][C:40]([OH:42])=[O:41])[CH2:36]1. Given the product [F:1][C:2]1[CH:3]=[C:4]([CH:7]=[CH:8][C:9]=1[C:10]1[S:11][C:12]2[C:17]([N:18]=1)=[CH:16][CH:15]=[C:14]([C:19]1([C:22]3[CH:23]=[CH:24][CH:25]=[CH:26][CH:27]=3)[CH2:20][CH2:21]1)[N:13]=2)[CH2:5][N:35]1[CH2:38][CH:37]([CH2:39][C:40]([OH:42])=[O:41])[CH2:36]1, predict the reactants needed to synthesize it. (2) Given the product [CH3:24][N:25]([CH3:34])[C:26]1[CH:31]=[CH:30][C:29]([C:4]([C:6]2[CH:7]=[CH:8][C:9]3[O:13][C:12]([CH2:14][CH2:15][N:16]4[CH2:20][CH2:19][CH2:18][C@H:17]4[CH3:21])=[CH:11][C:10]=3[CH:22]=2)=[O:5])=[CH:28][CH:27]=1, predict the reactants needed to synthesize it. The reactants are: CON(C)[C:4]([C:6]1[CH:7]=[CH:8][C:9]2[O:13][C:12]([CH2:14][CH2:15][N:16]3[CH2:20][CH2:19][CH2:18][C@H:17]3[CH3:21])=[CH:11][C:10]=2[CH:22]=1)=[O:5].[CH3:24][N:25]([CH3:34])[C:26]1[CH:31]=[CH:30][C:29]([Mg]Br)=[CH:28][CH:27]=1. (3) Given the product [Br:1][C:2]1[CH:3]=[C:4]([CH:8]=[CH:9][C:10]=1[Cl:11])[C:5]([N:13]([C:14]1[CH:19]=[CH:18][CH:17]=[CH:16][C:15]=1[OH:20])[CH3:12])=[O:6], predict the reactants needed to synthesize it. The reactants are: [Br:1][C:2]1[CH:3]=[C:4]([CH:8]=[CH:9][C:10]=1[Cl:11])[C:5](Cl)=[O:6].[CH3:12][NH:13][C:14]1[CH:19]=[CH:18][CH:17]=[CH:16][C:15]=1[OH:20].C([O-])(O)=O.[Na+]. (4) Given the product [NH2:15][C:10]1[CH:11]=[CH:12][CH:13]=[CH:14][C:9]=1[CH2:8][CH2:7][N:5]1[CH:6]=[C:2]([CH3:1])[N:3]=[CH:4]1, predict the reactants needed to synthesize it. The reactants are: [CH3:1][C:2]1[N:3]=[CH:4][N:5]([CH2:7][CH2:8][C:9]2[CH:14]=[CH:13][CH:12]=[CH:11][C:10]=2[NH:15]C(OC(C)(C)C)=O)[CH:6]=1.OS(O)(=O)=O. (5) Given the product [NH2:26][CH2:25][C:3]1[C:2]([NH:1][CH2:28][C:29]2[CH:34]=[CH:33][CH:32]=[CH:31][C:30]=2[C:35]([F:36])([F:37])[F:38])=[N:15][C:6]2[N:7]([CH3:14])[C:8](=[O:13])[N:9]([CH3:12])[C:10](=[O:11])[C:5]=2[C:4]=1[C:16]1[CH:21]=[C:20]([F:22])[CH:19]=[CH:18][C:17]=1[O:23][CH3:24], predict the reactants needed to synthesize it. The reactants are: [NH2:1][C:2]1[C:3]([C:25]#[N:26])=[C:4]([C:16]2[CH:21]=[C:20]([F:22])[CH:19]=[CH:18][C:17]=2[O:23][CH3:24])[C:5]2[C:10](=[O:11])[N:9]([CH3:12])[C:8](=[O:13])[N:7]([CH3:14])[C:6]=2[N:15]=1.Br[CH2:28][C:29]1[CH:34]=[CH:33][CH:32]=[CH:31][C:30]=1[C:35]([F:38])([F:37])[F:36].NCC1C(NCC2C=CC3C(=CC=CC=3)C=2)=NC2N(C)C(=O)N(C)C(=O)C=2C=1C1C=C(F)C=CC=1OC. (6) Given the product [Br:15][C:12]1[N:11]=[C:10]([C:16]([NH:18][CH2:19][C:20]2[CH:25]=[CH:24][C:23]([F:26])=[CH:22][CH:21]=2)=[O:17])[C:9]([OH:8])=[CH:14][CH:13]=1, predict the reactants needed to synthesize it. The reactants are: C([O:8][C:9]1[C:10]([C:16]([NH:18][CH2:19][C:20]2[CH:25]=[CH:24][C:23]([F:26])=[CH:22][CH:21]=2)=[O:17])=[N:11][C:12]([Br:15])=[CH:13][CH:14]=1)C1C=CC=CC=1.B(Br)(Br)Br.CO.C([O-])([O-])=O.[K+].[K+]. (7) Given the product [Cl:3][C:4]1[CH:5]=[CH:6][C:7]([C@H:10]2[C@H:15]([O:16][CH2:17][C:18]3[CH:23]=[CH:22][CH:21]=[CH:20][CH:19]=3)[C@@H:14]([O:24][CH2:25][C:26]3[CH:31]=[CH:30][CH:29]=[CH:28][CH:27]=3)[C@H:13]([O:32][CH2:33][C:34]3[CH:39]=[CH:38][CH:37]=[CH:36][CH:35]=3)[C@@H:12]([CH2:40][O:41][CH2:42][C:43]3[CH:48]=[CH:47][CH:46]=[CH:45][CH:44]=3)[O:11]2)=[CH:8][C:91]=1[N:87]1[C:88]([CH:89]=[O:68])=[CH:58][CH:57]=[C:56]([Cl:59])[NH:55]1, predict the reactants needed to synthesize it. The reactants are: [H-].[Na+].[Cl:3][C:4]1C=[CH:8][C:7]([CH:10]2[C@H:15]([O:16][CH2:17][C:18]3[CH:23]=[CH:22][CH:21]=[CH:20][CH:19]=3)[C@@H:14]([O:24][CH2:25][C:26]3[CH:31]=[CH:30][CH:29]=[CH:28][CH:27]=3)[C@H:13]([O:32][CH2:33][C:34]3[CH:39]=[CH:38][CH:37]=[CH:36][CH:35]=3)[C@@H:12]([CH2:40][O:41][CH2:42][C:43]3[CH:48]=[CH:47][CH:46]=[CH:45][CH:44]=3)[O:11]2)=[CH:6][C:5]=1CC#N.ClC1N=[N:55][C:56]([Cl:59])=[CH:57][CH:58]=1.ClC1C=CC([C@H]2[C@H](O)[C@@H](O)[C@H](O)[C@@H](CO)[O:68]2)=CC=1CC1SC(SC)=NN=1.C[N:87]([CH3:91])[C:88](=O)[CH3:89].